This data is from Full USPTO retrosynthesis dataset with 1.9M reactions from patents (1976-2016). The task is: Predict the reactants needed to synthesize the given product. (1) Given the product [F:40][C:16]1[CH:17]=[C:18]([CH:38]=[CH:39][C:15]=1[NH:14][C:12]([NH:11][C:9](=[O:10])[CH2:8][C:5]1[CH:4]=[CH:3][C:2]([F:1])=[CH:7][CH:6]=1)=[S:13])[O:19][C:20]1[N:25]=[CH:24][N:23]=[C:22]([NH:26][C:27](=[O:37])[N:28]([CH3:36])[CH:29]2[CH2:30][CH2:31][N:32]([CH3:35])[CH2:33][CH2:34]2)[CH:21]=1, predict the reactants needed to synthesize it. The reactants are: [F:1][C:2]1[CH:7]=[CH:6][C:5]([CH2:8][C:9]([N:11]=[C:12]=[S:13])=[O:10])=[CH:4][CH:3]=1.[NH2:14][C:15]1[CH:39]=[CH:38][C:18]([O:19][C:20]2[N:25]=[CH:24][N:23]=[C:22]([NH:26][C:27](=[O:37])[N:28]([CH3:36])[CH:29]3[CH2:34][CH2:33][N:32]([CH3:35])[CH2:31][CH2:30]3)[CH:21]=2)=[CH:17][C:16]=1[F:40].C12(CS(O)(=O)=O)C(C)(C)C(CC1)CC2=O. (2) The reactants are: [NH2:1][C:2]1[CH:3]=[CH:4][C:5]2[C:11]([CH3:13])([CH3:12])[CH2:10][CH2:9][C:8](=[O:14])[N:7]([CH2:15][CH3:16])[C:6]=2[CH:17]=1.[CH3:18][NH:19][C:20]([C:22]1[S:23][CH:24]=[CH:25][C:26]=1[NH:27][C:28]1[C:33]([Cl:34])=[CH:32][N:31]=[C:30](Cl)[N:29]=1)=[O:21]. Given the product [CH3:18][NH:19][C:20]([C:22]1[S:23][CH:24]=[CH:25][C:26]=1[NH:27][C:28]1[C:33]([Cl:34])=[CH:32][N:31]=[C:30]([NH:1][C:2]2[CH:3]=[CH:4][C:5]3[C:11]([CH3:12])([CH3:13])[CH2:10][CH2:9][C:8](=[O:14])[N:7]([CH2:15][CH3:16])[C:6]=3[CH:17]=2)[N:29]=1)=[O:21], predict the reactants needed to synthesize it. (3) Given the product [F:21][C:20]([F:23])([F:22])[C:17]1[N:15]2[N:16]=[C:11]([N:27]3[CH2:26][CH2:25][N:24]([C:30]4[CH:31]=[CH:32][C:33]([C:34]([O:36][CH2:37][CH3:38])=[O:35])=[CH:39][CH:40]=4)[CH2:29][CH2:28]3)[CH:12]=[CH:13][C:14]2=[N:19][N:18]=1, predict the reactants needed to synthesize it. The reactants are: CCN(C(C)C)C(C)C.Cl[C:11]1[CH:12]=[CH:13][C:14]2[N:15]([C:17]([C:20]([F:23])([F:22])[F:21])=[N:18][N:19]=2)[N:16]=1.[N:24]1([C:30]2[CH:40]=[CH:39][C:33]([C:34]([O:36][CH2:37][CH3:38])=[O:35])=[CH:32][CH:31]=2)[CH2:29][CH2:28][NH:27][CH2:26][CH2:25]1. (4) Given the product [F:1][C:2]1[C:11]2[O:10][CH2:9][C@H:8]3[C@@H:12]([NH:19][C:22]([NH:35][C:32]4[CH:31]=[CH:30][C:29]([O:28][C:27]5[CH:36]=[CH:37][CH:38]=[C:25]([F:24])[CH:26]=5)=[CH:34][N:33]=4)=[O:46])[C@H:7]3[C:6]=2[C:5]([F:16])=[CH:4][CH:3]=1, predict the reactants needed to synthesize it. The reactants are: [F:1][C:2]1[C:11]2[O:10][CH2:9][C@H:8]3[C@@H:12](C(O)=O)[C@H:7]3[C:6]=2[C:5]([F:16])=[CH:4][CH:3]=1.C([N:19]([CH2:22]C)CC)C.[F:24][C:25]1[CH:26]=[C:27]([CH:36]=[CH:37][CH:38]=1)[O:28][C:29]1[CH:30]=[CH:31][C:32]([NH2:35])=[N:33][CH:34]=1.C1C=CC(P(N=[N+]=[N-])(C2C=CC=CC=2)=[O:46])=CC=1. (5) Given the product [CH3:1][C@H:2]1[CH2:6][C:5]2[C:7]([C:13]3[CH:18]=[CH:17][N:16]=[CH:15][CH:14]=3)=[C:8]([CH3:12])[CH:9]=[C:10]([NH2:11])[C:4]=2[O:3]1, predict the reactants needed to synthesize it. The reactants are: [CH3:1][C@@H:2]1[CH2:6][C:5]2[C:7]([C:13]3[CH:18]=[CH:17][N:16]=[CH:15][CH:14]=3)=[C:8]([CH3:12])[CH:9]=[C:10]([NH2:11])[C:4]=2[O:3]1.BrC1C2C[C@H](C)OC=2C(N)=CC=1C. (6) Given the product [CH:1]1([CH:4]=[N:12][S@:10]([C:7]([CH3:9])([CH3:8])[CH3:6])=[O:11])[CH2:3][CH2:2]1, predict the reactants needed to synthesize it. The reactants are: [CH:1]1([CH:4]=O)[CH2:3][CH2:2]1.[CH3:6][C:7]([S@@:10]([NH2:12])=[O:11])([CH3:9])[CH3:8].